Dataset: Peptide-MHC class II binding affinity with 134,281 pairs from IEDB. Task: Regression. Given a peptide amino acid sequence and an MHC pseudo amino acid sequence, predict their binding affinity value. This is MHC class II binding data. (1) The peptide sequence is AAYSDQATLLLGSPR. The MHC is DRB1_0101 with pseudo-sequence DRB1_0101. The binding affinity (normalized) is 0.353. (2) The peptide sequence is IWDYKREAPAHVSTI. The MHC is DRB5_0101 with pseudo-sequence DRB5_0101. The binding affinity (normalized) is 0.468. (3) The peptide sequence is HEMNNGGDAMYMALI. The MHC is DRB3_0101 with pseudo-sequence DRB3_0101. The binding affinity (normalized) is 0.323.